This data is from Full USPTO retrosynthesis dataset with 1.9M reactions from patents (1976-2016). The task is: Predict the reactants needed to synthesize the given product. (1) Given the product [CH:10]1([C:5]2[N:4]=[C:3]([C:7]([NH2:9])=[NH:8])[S:2][CH:6]=2)[CH2:12][CH2:11]1, predict the reactants needed to synthesize it. The reactants are: Cl.[S:2]1[CH:6]=[CH:5][N:4]=[C:3]1[C:7]([NH2:9])=[NH:8].[CH:10]1(C2N=C(C#N)SC=2)[CH2:12][CH2:11]1. (2) Given the product [N:49]([CH2:2][CH2:3][CH2:4][S:5]([O:8][CH2:9][C:10]([CH3:32])([CH3:31])[C@@H:11]([O:23][CH2:24][C:25]1[CH:30]=[CH:29][CH:28]=[CH:27][CH:26]=1)[C:12]([O:14][CH2:15][CH2:16][O:17][C:18]([O:20][CH2:21][CH3:22])=[O:19])=[O:13])(=[O:7])=[O:6])=[N+:50]=[N-:51], predict the reactants needed to synthesize it. The reactants are: Cl[CH2:2][CH2:3][CH2:4][S:5]([O:8][CH2:9][C:10]([CH3:32])([CH3:31])[C@@H:11]([O:23][CH2:24][C:25]1[CH:30]=[CH:29][CH:28]=[CH:27][CH:26]=1)[C:12]([O:14][CH2:15][CH2:16][O:17][C:18]([O:20][CH2:21][CH3:22])=[O:19])=[O:13])(=[O:7])=[O:6].CC(C)([C@@H](OCC1C=CC=CC=1)C=C)CO.[N-:49]=[N+:50]=[N-:51].[Na+]. (3) Given the product [F:1][C:2]1[CH:9]=[CH:8][C:5]([CH2:6][NH:7][CH2:27][CH2:26][C:23]2[CH:24]=[C:25]3[C:20](=[CH:21][C:22]=2[N+:29]([O-:31])=[O:30])[N:19]([C:32]([C:33]2[CH:34]=[CH:35][CH:36]=[CH:37][CH:38]=2)([C:39]2[CH:44]=[CH:43][CH:42]=[CH:41][CH:40]=2)[C:45]2[CH:46]=[CH:47][CH:48]=[CH:49][CH:50]=2)[N:18]=[C:17]3[C:15]2[CH:14]=[CH:13][N:12]=[C:11]([CH3:10])[CH:16]=2)=[CH:4][CH:3]=1, predict the reactants needed to synthesize it. The reactants are: [F:1][C:2]1[CH:9]=[CH:8][C:5]([CH2:6][NH2:7])=[CH:4][CH:3]=1.[CH3:10][C:11]1[CH:16]=[C:15]([C:17]2[C:25]3[C:20](=[CH:21][C:22]([N+:29]([O-:31])=[O:30])=[C:23]([CH2:26][CH:27]=O)[CH:24]=3)[N:19]([C:32]([C:45]3[CH:50]=[CH:49][CH:48]=[CH:47][CH:46]=3)([C:39]3[CH:44]=[CH:43][CH:42]=[CH:41][CH:40]=3)[C:33]3[CH:38]=[CH:37][CH:36]=[CH:35][CH:34]=3)[N:18]=2)[CH:14]=[CH:13][N:12]=1.C(O[BH-](OC(=O)C)OC(=O)C)(=O)C.[Na+]. (4) The reactants are: Cl.[C:2]1([CH3:17])[CH:7]=[C:6]([CH3:8])[CH:5]=[C:4]([CH3:9])[C:3]=1[C:10]1[C:11]([CH3:16])=[N:12][NH:13][C:14]=1[NH2:15].[C:18]([C:20](=[C:26](OCC)[CH3:27])[C:21]([O:23][CH2:24][CH3:25])=[O:22])#[N:19]. Given the product [NH2:19][C:18]1[N:13]2[N:12]=[C:11]([CH3:16])[C:10]([C:3]3[C:4]([CH3:9])=[CH:5][C:6]([CH3:8])=[CH:7][C:2]=3[CH3:17])=[C:14]2[N:15]=[C:26]([CH3:27])[C:20]=1[C:21]([O:23][CH2:24][CH3:25])=[O:22], predict the reactants needed to synthesize it.